Task: Predict the reactants needed to synthesize the given product.. Dataset: Full USPTO retrosynthesis dataset with 1.9M reactions from patents (1976-2016) (1) Given the product [CH3:16][C:2]([CH3:1])([O:4][C:5]([NH:7][C@H:8]([C:12]([O:14][CH3:15])=[O:13])[C@H:9]([CH3:11])[O:10][S:23]([C:20]1[CH:21]=[CH:22][C:17]([CH3:27])=[CH:18][CH:19]=1)(=[O:25])=[O:24])=[O:6])[CH3:3], predict the reactants needed to synthesize it. The reactants are: [CH3:1][C:2]([CH3:16])([O:4][C:5]([NH:7][C@H:8]([C:12]([O:14][CH3:15])=[O:13])[C@H:9]([CH3:11])[OH:10])=[O:6])[CH3:3].[C:17]1([CH3:27])[CH:22]=[CH:21][C:20]([S:23](Cl)(=[O:25])=[O:24])=[CH:19][CH:18]=1. (2) Given the product [Cl:3][C:4]1[N:5]([C:10]2[C:11]3[CH:18]=[CH:17][N:16]([S:19]([C:22]4[CH:27]=[CH:26][C:25]([CH3:28])=[CH:24][CH:23]=4)(=[O:20])=[O:21])[C:12]=3[N:13]=[CH:14][N:15]=2)[CH:6]=[CH:7][N:8]=1, predict the reactants needed to synthesize it. The reactants are: [H-].[Na+].[Cl:3][C:4]1[NH:5][CH:6]=[CH:7][N:8]=1.Cl[C:10]1[C:11]2[CH:18]=[CH:17][N:16]([S:19]([C:22]3[CH:27]=[CH:26][C:25]([CH3:28])=[CH:24][CH:23]=3)(=[O:21])=[O:20])[C:12]=2[N:13]=[CH:14][N:15]=1.[Cl-].[NH4+]. (3) Given the product [CH3:13][N:14]1[C:18]2[CH:19]=[CH:20][C:21]([C:2]3[CH:3]=[N:4][CH:5]=[C:6]4[C:11]=3[N:10]=[C:9]([CH3:12])[CH:8]=[CH:7]4)=[CH:22][C:17]=2[CH2:16][S:15]1(=[O:32])=[O:33], predict the reactants needed to synthesize it. The reactants are: Br[C:2]1[CH:3]=[N:4][CH:5]=[C:6]2[C:11]=1[N:10]=[C:9]([CH3:12])[CH:8]=[CH:7]2.[CH3:13][N:14]1[C:18]2[CH:19]=[CH:20][C:21](B3OC(C)(C)C(C)(C)O3)=[CH:22][C:17]=2[CH2:16][S:15]1(=[O:33])=[O:32].C(=O)([O-])[O-].[Na+].[Na+]. (4) The reactants are: N(C(OC(C)C)=O)=NC(OC(C)C)=O.[CH3:15][C:16]1[CH:17]=[CH:18][C:19]([C:22]2[CH:23]=[C:24]([CH2:28]O)[CH:25]=[CH:26][CH:27]=2)=[N:20][CH:21]=1.[F:30][C:31]1[CH:32]=[C:33]([C:38]2[CH:39]=[CH:40][C:41](=[O:44])[NH:42][N:43]=2)[CH:34]=[C:35]([F:37])[CH:36]=1.C1(P(C2C=CC=CC=2)C2C=CC=CC=2)C=CC=CC=1. Given the product [F:30][C:31]1[CH:32]=[C:33]([C:38]2[CH:39]=[CH:40][C:41](=[O:44])[N:42]([CH2:28][C:24]3[CH:25]=[CH:26][CH:27]=[C:22]([C:19]4[CH:18]=[CH:17][C:16]([CH3:15])=[CH:21][N:20]=4)[CH:23]=3)[N:43]=2)[CH:34]=[C:35]([F:37])[CH:36]=1, predict the reactants needed to synthesize it. (5) The reactants are: [F:1][C:2]([F:17])([S:13][CH2:14][CH2:15][OH:16])[C:3]([F:12])([F:11])[C:4]([F:10])([F:9])[C:5]([F:8])([F:7])[F:6].[Cl:18][CH:19]([CH2:23][Cl:24])[C:20](O)=[O:21]. Given the product [Cl:18][CH:19]([CH2:23][Cl:24])[C:20]([O:16][CH2:15][CH2:14][S:13][C:2]([F:1])([F:17])[C:3]([F:12])([F:11])[C:4]([F:10])([F:9])[C:5]([F:8])([F:7])[F:6])=[O:21], predict the reactants needed to synthesize it. (6) Given the product [Cl:53][C:17]1[CH:16]=[C:13]([CH:12]=[C:11]([C:10]2[N:9]([CH2:19][CH2:20][S:21][C:22]([C:23]3[CH:28]=[CH:27][CH:26]=[CH:25][CH:24]=3)([C:29]3[CH:30]=[CH:31][CH:32]=[CH:33][CH:34]=3)[C:35]3[CH:40]=[CH:39][CH:38]=[CH:37][CH:36]=3)[CH:8]=[C:7]3[C:6]=2[C:5](=[O:41])[N:4]([CH3:42])[C:3](=[O:43])[N:2]3[CH3:1])[CH:18]=1)[C:14]#[N:15], predict the reactants needed to synthesize it. The reactants are: [CH3:1][N:2]1[C:7]2=[CH:8][N:9]([CH2:19][CH2:20][S:21][C:22]([C:35]3[CH:40]=[CH:39][CH:38]=[CH:37][CH:36]=3)([C:29]3[CH:34]=[CH:33][CH:32]=[CH:31][CH:30]=3)[C:23]3[CH:28]=[CH:27][CH:26]=[CH:25][CH:24]=3)[C:10]([C:11]3[CH:12]=[C:13]([CH:16]=[CH:17][CH:18]=3)[C:14]#[N:15])=[C:6]2[C:5](=[O:41])[N:4]([CH3:42])[C:3]1=[O:43].BrC1C=C(C=C([Cl:53])C=1)C#N.